Dataset: Reaction yield outcomes from USPTO patents with 853,638 reactions. Task: Predict the reaction yield, written as a fraction of the theoretical maximum amount of product (1.0 means a 100% yield; for example, 0.34 means a 34% yield). (1) The product is [F:21][C:18]1[CH:17]=[CH:16][C:12]2[C:13](=[O:14])[N:23]([CH3:22])[CH2:24][CH2:25][O:26][C:11]=2[C:19]=1[F:20]. The reactants are CCN(C(C)C)C(C)C.F[C:11]1[C:19]([F:20])=[C:18]([F:21])[CH:17]=[CH:16][C:12]=1[C:13](Cl)=[O:14].[CH3:22][NH:23][CH2:24][CH2:25][OH:26].[H-].[Na+]. The yield is 0.200. The catalyst is C(Cl)Cl.CO.O. (2) The catalyst is C1COCC1. The yield is 0.840. The reactants are [CH2:1]([N:8]1[C:12](=[O:13])[CH2:11][CH2:10][C@@H:9]1[C:14]([OH:16])=[O:15])[C:2]1[CH:7]=[CH:6][CH:5]=[CH:4][CH:3]=1.[CH3:17][Si]([N-][Si](C)(C)C)(C)C.[Li+].IC.Cl. The product is [CH2:1]([N:8]1[C:12](=[O:13])[C@@H:11]([CH3:17])[CH2:10][C@@H:9]1[C:14]([OH:16])=[O:15])[C:2]1[CH:7]=[CH:6][CH:5]=[CH:4][CH:3]=1. (3) The reactants are [C:1]([O:4][C:5]1[C:6]([O:30][CH2:31][CH3:32])=[CH:7][CH:8]=[C:9]2[C:14]=1[CH:13]=[N:12][CH:11]=[C:10]2[CH2:15][C:16]1[CH:21]=[C:20]([O:22][CH3:23])[C:19]([O:24][CH2:25][CH2:26][CH3:27])=[C:18]([O:28][CH3:29])[CH:17]=1)(=[O:3])[CH3:2].[OH:33]N1C(=O)C2=CC=CC=C2C1=O.[O-]Cl=O.[Na+].O. The catalyst is CC#N.CCOCC. The product is [C:1]([O:4][C:5]1[C:6]([O:30][CH2:31][CH3:32])=[CH:7][CH:8]=[C:9]2[C:14]=1[CH:13]=[N:12][CH:11]=[C:10]2[C:15](=[O:33])[C:16]1[CH:21]=[C:20]([O:22][CH3:23])[C:19]([O:24][CH2:25][CH2:26][CH3:27])=[C:18]([O:28][CH3:29])[CH:17]=1)(=[O:3])[CH3:2]. The yield is 0.350. (4) The catalyst is O. The reactants are [C:1]([S:5][CH2:6][C:7]1([CH3:14])[NH:11][C:10](=[O:12])[NH:9][C:8]1=[O:13])([CH3:4])([CH3:3])[CH3:2].[OH-:15].[Ca+2].[OH-]. The yield is 0.250. The product is [C:10]([NH:11][C@:7]([CH3:14])([C:8]([OH:15])=[O:13])[CH2:6][S:5][C:1]([CH3:4])([CH3:3])[CH3:2])(=[O:12])[NH2:9]. (5) The catalyst is O1CCOCC1. The yield is 0.530. The reactants are Cl[C:2]1[N:7]=[CH:6][CH:5]=[CH:4][N:3]=1.O.Cl.[NH:10]1[CH2:15][CH2:14][C:13](=[O:16])[CH2:12][CH2:11]1. The product is [N:3]1[CH:4]=[CH:5][CH:6]=[N:7][C:2]=1[N:10]1[CH2:15][CH2:14][C:13](=[O:16])[CH2:12][CH2:11]1. (6) The reactants are [NH2:1][C:2]1[CH:7]=[CH:6][C:5]([O:8][Si](C(C)(C)C)(C)C)=[CH:4][C:3]=1[C:16]([C:18]1[CH:23]=[CH:22][CH:21]=[C:20]([CH3:24])[CH:19]=1)=O.[CH3:25][CH:26]([CH3:33])[CH2:27][C:28](=O)[CH2:29][C:30]#[N:31].CS(O)(=O)=O. The catalyst is C1(C)C=CC=CC=1. The product is [OH:8][C:5]1[CH:4]=[C:3]2[C:2](=[CH:7][CH:6]=1)[N:1]=[C:28]([CH2:27][CH:26]([CH3:33])[CH3:25])[C:29]([C:30]#[N:31])=[C:16]2[C:18]1[CH:23]=[CH:22][CH:21]=[C:20]([CH3:24])[CH:19]=1. The yield is 0.360. (7) The reactants are [C:1]1(OB(O)O)[CH:6]=[CH:5][CH:4]=[CH:3][CH:2]=1.C12(PC34CC5CC(CC(C5)C3)C4)CC3CC(CC(C3)C1)C2.[O-]P(OP(OP([O-])([O-])=O)([O-])=O)(=O)[O-].[K+].[K+].[K+].[K+].[K+].O.Cl[C:52]1[CH:57]=[CH:56][C:55]([O:58][CH3:59])=[CH:54][CH:53]=1. The catalyst is O1CCOCC1.C([O-])(=O)C.[Pd+2].C([O-])(=O)C. The product is [CH3:59][O:58][C:55]1[CH:56]=[CH:57][C:52]([C:1]2[CH:6]=[CH:5][CH:4]=[CH:3][CH:2]=2)=[CH:53][CH:54]=1. The yield is 0.840.